From a dataset of Reaction yield outcomes from USPTO patents with 853,638 reactions. Predict the reaction yield, written as a fraction of the theoretical maximum amount of product (1.0 means a 100% yield; for example, 0.34 means a 34% yield). (1) The reactants are Cl[C:2]1[C:11]2[C:6](=[CH:7][C:8]([OH:13])=[C:9]([F:12])[CH:10]=2)[CH:5]=[CH:4][N:3]=1.[Cl:14][C:15]1[CH:20]=[C:19](B(O)O)[C:18]([O:24][CH3:25])=[CH:17][C:16]=1[C:26]1[CH:31]=[CH:30][CH:29]=[C:28]([F:32])[CH:27]=1.C(=O)([O-])[O-].[K+].[K+]. The catalyst is C1C=CC([P]([Pd]([P](C2C=CC=CC=2)(C2C=CC=CC=2)C2C=CC=CC=2)([P](C2C=CC=CC=2)(C2C=CC=CC=2)C2C=CC=CC=2)[P](C2C=CC=CC=2)(C2C=CC=CC=2)C2C=CC=CC=2)(C2C=CC=CC=2)C2C=CC=CC=2)=CC=1. The product is [Cl:14][C:15]1[CH:20]=[C:19]([C:2]2[C:11]3[C:6](=[CH:7][C:8]([OH:13])=[C:9]([F:12])[CH:10]=3)[CH:5]=[CH:4][N:3]=2)[C:18]([O:24][CH3:25])=[CH:17][C:16]=1[C:26]1[CH:31]=[CH:30][CH:29]=[C:28]([F:32])[CH:27]=1. The yield is 0.729. (2) The reactants are Br[C:2]1[CH:3]=[CH:4][C:5]([F:18])=[C:6]([C:8]2[CH:13]=[CH:12][CH:11]=[CH:10][C:9]=2[S:14]([CH3:17])(=[O:16])=[O:15])[CH:7]=1.C([O-])(=O)C.[K+].[B:24]1([B:24]2[O:28][C:27]([CH3:30])([CH3:29])[C:26]([CH3:32])([CH3:31])[O:25]2)[O:28][C:27]([CH3:30])([CH3:29])[C:26]([CH3:32])([CH3:31])[O:25]1. The catalyst is O1CCOCC1.CS(C)=O.C1C=CC([PH+]([C]2[CH][CH][CH][CH]2)C2C=CC=CC=2)=CC=1.C1C=CC([PH+]([C]2[CH][CH][CH][CH]2)C2C=CC=CC=2)=CC=1.C(Cl)Cl.Cl[Pd]Cl.[Fe]. The product is [F:18][C:5]1[C:6]([C:8]2[CH:13]=[CH:12][CH:11]=[CH:10][C:9]=2[S:14]([CH3:17])(=[O:16])=[O:15])=[CH:7][C:2]([B:24]2[O:28][C:27]([CH3:30])([CH3:29])[C:26]([CH3:32])([CH3:31])[O:25]2)=[CH:3][CH:4]=1. The yield is 1.00. (3) The reactants are [C:1]([O:5][C:6](=[O:30])[N:7]([C:23]1[CH:28]=[CH:27][C:26]([Cl:29])=[CH:25][CH:24]=1)[CH:8]1[CH2:17][CH2:16][C:15]2[C:10](=[CH:11][CH:12]=[CH:13][C:14]=2[CH2:18]O)[C:9]1=[S:20](=[O:22])=[O:21])([CH3:4])([CH3:3])[CH3:2].N1C=CN=C1.C1C=CC(P(C2C=CC=CC=2)C2C=CC=CC=2)=CC=1.[I:55]I. The catalyst is C(Cl)Cl. The product is [C:1]([O:5][C:6](=[O:30])[N:7]([C:23]1[CH:28]=[CH:27][C:26]([Cl:29])=[CH:25][CH:24]=1)[CH:8]1[CH2:17][CH2:16][C:15]2[C:10](=[CH:11][CH:12]=[CH:13][C:14]=2[CH2:18][I:55])[C:9]1=[S:20](=[O:22])=[O:21])([CH3:4])([CH3:3])[CH3:2]. The yield is 0.750. (4) The reactants are [N:1]1([C:7]([O:9][C:10]([CH3:13])([CH3:12])[CH3:11])=[O:8])[CH2:6][CH2:5][NH:4][CH2:3][CH2:2]1.[CH2:14]=O.[CH3:16][CH:17]([CH3:20])[CH:18]=[O:19]. The catalyst is CC(O)=O. The product is [CH3:16][C:17]([CH3:14])([CH:18]=[O:19])[CH2:20][N:4]1[CH2:5][CH2:6][N:1]([C:7]([O:9][C:10]([CH3:13])([CH3:12])[CH3:11])=[O:8])[CH2:2][CH2:3]1. The yield is 0.860. (5) The reactants are [CH2:1]([CH:3]1[CH2:7][C:6](=[O:8])[CH2:5][CH:4]1[C:9]([O:11][CH2:12][CH3:13])=[O:10])[CH3:2].[CH2:14](O)[CH2:15][OH:16].C(OC(OCC)OCC)C.O.C1(C)C=CC(S(O)(=O)=O)=CC=1. The catalyst is C(Cl)Cl.CCOC(C)=O. The product is [CH2:1]([CH:3]1[CH2:7][C:6]2([O:16][CH2:15][CH2:14][O:8]2)[CH2:5][CH:4]1[C:9]([O:11][CH2:12][CH3:13])=[O:10])[CH3:2]. The yield is 0.830. (6) The reactants are [CH3:1][O:2][C:3](=[O:12])[C:4]([C:10]#[N:11])=[C:5]1[CH2:9][CH2:8][CH2:7][CH2:6]1.[N+]([CH3:16])([O-])=O.N12CCCN=C1CCCCC2. The catalyst is C(#N)C. The product is [CH3:1][O:2][C:3]([C:4]1([C:10]#[N:11])[C:5]2([CH2:6][CH2:7][CH2:8][CH2:9]2)[CH2:16]1)=[O:12]. The yield is 0.620.